This data is from Forward reaction prediction with 1.9M reactions from USPTO patents (1976-2016). The task is: Predict the product of the given reaction. The product is: [F:11][C:10]([F:13])([F:12])[C:4]1[CH:3]=[C:2]([CH:16]=[CH2:17])[CH:9]=[CH:8][C:5]=1[C:6]#[N:7]. Given the reactants Br[C:2]1[CH:9]=[CH:8][C:5]([C:6]#[N:7])=[C:4]([C:10]([F:13])([F:12])[F:11])[CH:3]=1.[F-].[Cs+].[CH2:16](P(CCCC)CCCC)[CH2:17]CC.C([Sn](CCCC)(CCCC)C=C)CCC.[F-].[K+], predict the reaction product.